Predict the product of the given reaction. From a dataset of Forward reaction prediction with 1.9M reactions from USPTO patents (1976-2016). (1) Given the reactants [N+:1]([C:4]1[CH:17]=[C:7]2[CH2:8][N:9]([CH2:12][C:13]([F:16])([F:15])[F:14])[CH2:10][CH2:11][N:6]2[N:5]=1)([O-])=O.[H][H], predict the reaction product. The product is: [F:16][C:13]([F:14])([F:15])[CH2:12][N:9]1[CH2:10][CH2:11][N:6]2[N:5]=[C:4]([NH2:1])[CH:17]=[C:7]2[CH2:8]1. (2) Given the reactants Cl.[CH3:2][Si:3]1([CH3:9])[CH2:8][CH2:7][NH:6][CH2:5][CH2:4]1.[CH2:10](N(CC)CC)C.C=O.[Cl:19][C:20]1[CH:25]=[CH:24][C:23]([N:26]2[C:30]([CH3:31])=[CH:29][CH:28]=[C:27]2[C:32]2[CH:37]=[CH:36][C:35]([Cl:38])=[CH:34][CH:33]=2)=[CH:22][CH:21]=1.[OH-].[Na+], predict the reaction product. The product is: [CH:23]([NH:26][CH:27]([CH3:32])[CH3:28])([CH3:24])[CH3:22].[Cl:19][C:20]1[CH:25]=[CH:24][C:23]([N:26]2[C:27]([C:32]3[CH:37]=[CH:36][C:35]([Cl:38])=[CH:34][CH:33]=3)=[CH:28][C:29]([CH2:10][N:6]3[CH2:7][CH2:8][Si:3]([CH3:9])([CH3:2])[CH2:4][CH2:5]3)=[C:30]2[CH3:31])=[CH:22][CH:21]=1. (3) Given the reactants [Si]([O:8][CH2:9][CH2:10][C:11]1([CH2:40][NH:41]C(=O)OC(C)(C)C)[CH2:16][CH2:15][N:14]([C:17]2[C:18]3[O:39][CH:38]=[CH:37][C:19]=3[N:20]=[C:21]([NH:23][C:24]3[CH:36]=[CH:35][C:27]4[O:28][C:29]([CH3:34])([CH3:33])[C:30](=[O:32])[NH:31][C:26]=4[CH:25]=3)[N:22]=2)[CH2:13][CH2:12]1)(C(C)(C)C)(C)C.ICCO.CC([Si](Cl)(C)C)(C)C.C(N1CCC(C#N)CC1)C1C=CC=CC=1.C([Si](OCCI)(C)C)(C)(C)C.CC(OC(OC(OC(C)(C)C)=O)=O)(C)C.ClC1N=C(Cl)C2OC=CC=2N=1.NC1C=CC2OC(C)(C)C(=O)NC=2C=1.Cl, predict the reaction product. The product is: [NH2:41][CH2:40][C:11]1([CH2:10][CH2:9][OH:8])[CH2:16][CH2:15][N:14]([C:17]2[C:18]3[O:39][CH:38]=[CH:37][C:19]=3[N:20]=[C:21]([NH:23][C:24]3[CH:36]=[CH:35][C:27]4[O:28][C:29]([CH3:34])([CH3:33])[C:30](=[O:32])[NH:31][C:26]=4[CH:25]=3)[N:22]=2)[CH2:13][CH2:12]1. (4) Given the reactants Br[C:2]1[S:3][CH:4]=[C:5]([C:7]2[CH:12]=[CH:11][CH:10]=[C:9]([Cl:13])[CH:8]=2)[N:6]=1.[N:14]1([C:20]([O:22][C:23]([CH3:26])([CH3:25])[CH3:24])=[O:21])[CH2:19][CH2:18][NH:17][CH2:16][CH2:15]1.C(=O)([O-])[O-].[K+].[K+].O, predict the reaction product. The product is: [Cl:13][C:9]1[CH:8]=[C:7]([C:5]2[N:6]=[C:2]([N:17]3[CH2:16][CH2:15][N:14]([C:20]([O:22][C:23]([CH3:26])([CH3:25])[CH3:24])=[O:21])[CH2:19][CH2:18]3)[S:3][CH:4]=2)[CH:12]=[CH:11][CH:10]=1. (5) Given the reactants C(=O)(O)[O-].[Na+].[NH2:6][C@@H:7]([CH2:15][C:16]1[CH:21]=[CH:20][C:19]([OH:22])=[CH:18][CH:17]=1)[C:8]([O:10][C:11]([CH3:14])([CH3:13])[CH3:12])=[O:9].[C:23](O[C:23]([O:25][C:26]([CH3:29])([CH3:28])[CH3:27])=[O:24])([O:25][C:26]([CH3:29])([CH3:28])[CH3:27])=[O:24].CC(O)=O, predict the reaction product. The product is: [C:26]([O:25][C:23]([NH:6][C@H:7]([C:8]([O:10][C:11]([CH3:12])([CH3:14])[CH3:13])=[O:9])[CH2:15][C:16]1[CH:21]=[CH:20][C:19]([OH:22])=[CH:18][CH:17]=1)=[O:24])([CH3:29])([CH3:28])[CH3:27]. (6) Given the reactants [NH2:1][C:2]1[C@:3]2([CH3:34])[S:31](=[O:33])(=[O:32])[C@H:6]([C@:7]([C:10]3[CH:15]=[C:14]([NH:16][C:17]4[N:18]=[CH:19][C:20]([F:29])=[C:21]5[C:26]=4[N:25]=[CH:24][C:23]([O:27]C)=[CH:22]5)[CH:13]=[CH:12][C:11]=3[F:30])([CH3:9])[N:8]=1)[CH2:5][CH2:4]2.B(Br)(Br)Br, predict the reaction product. The product is: [NH2:1][C:2]1[C@:3]2([CH3:34])[S:31](=[O:32])(=[O:33])[C@H:6]([C@:7]([C:10]3[CH:15]=[C:14]([NH:16][C:17]4[N:18]=[CH:19][C:20]([F:29])=[C:21]5[C:26]=4[N:25]=[CH:24][C:23]([OH:27])=[CH:22]5)[CH:13]=[CH:12][C:11]=3[F:30])([CH3:9])[N:8]=1)[CH2:5][CH2:4]2. (7) Given the reactants [Cl:1][C:2]1[C:3]([N:10]([CH:12]2[CH2:17][CH2:16][O:15][CH2:14][CH2:13]2)[NH2:11])=[N:4][C:5]([C:8]#[N:9])=[N:6][CH:7]=1.[Br:18][CH2:19][C:20]1[CH:28]=[CH:27][C:23]([C:24](Br)=[O:25])=[CH:22][CH:21]=1.CCN(C(C)C)C(C)C, predict the reaction product. The product is: [Br:18][CH2:19][C:20]1[CH:28]=[CH:27][C:23]([C:24]([NH:11][N:10]([C:3]2[C:2]([Cl:1])=[CH:7][N:6]=[C:5]([C:8]#[N:9])[N:4]=2)[CH:12]2[CH2:17][CH2:16][O:15][CH2:14][CH2:13]2)=[O:25])=[CH:22][CH:21]=1. (8) Given the reactants [CH3:1][O:2][NH:3][CH:4]([CH3:15])[CH2:5][C:6]1[C:11]([Cl:12])=[CH:10][C:9]([Cl:13])=[CH:8][C:7]=1[Cl:14].[OH-].[Na+].[F:18][CH:19]([F:29])[C:20]1[C:24]([C:25](Cl)=[O:26])=[CH:23][N:22]([CH3:28])[N:21]=1, predict the reaction product. The product is: [CH3:1][O:2][N:3]([CH:4]([CH3:15])[CH2:5][C:6]1[C:7]([Cl:14])=[CH:8][C:9]([Cl:13])=[CH:10][C:11]=1[Cl:12])[C:25]([C:24]1[C:20]([CH:19]([F:29])[F:18])=[N:21][N:22]([CH3:28])[CH:23]=1)=[O:26]. (9) Given the reactants [CH2:1]([O:3][C:4](=[O:22])[C@:5]([CH3:21])([O:14][C:15]1[CH:20]=[CH:19][CH:18]=[CH:17][CH:16]=1)[CH2:6][C:7]1[CH:12]=[CH:11][C:10]([OH:13])=[CH:9][CH:8]=1)[CH3:2].[CH3:23][C:24]1[O:28][C:27]([C:29]2[S:30][CH:31]=[CH:32][CH:33]=2)=[N:26][C:25]=1[CH2:34][CH2:35]OS(C1C=CC(C)=CC=1)(=O)=O, predict the reaction product. The product is: [CH2:1]([O:3][C:4](=[O:22])[C@:5]([CH3:21])([O:14][C:15]1[CH:20]=[CH:19][CH:18]=[CH:17][CH:16]=1)[CH2:6][C:7]1[CH:12]=[CH:11][C:10]([O:13][CH2:35][CH2:34][C:25]2[N:26]=[C:27]([C:29]3[S:30][CH:31]=[CH:32][CH:33]=3)[O:28][C:24]=2[CH3:23])=[CH:9][CH:8]=1)[CH3:2]. (10) Given the reactants [CH2:1]([CH:3]1[C:8]([C:9]2[CH:24]=[CH:23][C:12]3[N:13]=[C:14]([C:16]4[CH:21]=[CH:20][C:19]([OH:22])=[CH:18][CH:17]=4)[O:15][C:11]=3[CH:10]=2)=[N:7][NH:6][C:5](=[O:25])[CH2:4]1)[CH3:2].[CH2:26]([N:28]([CH:32]([CH3:34])[CH3:33])[CH2:29][CH2:30]O)[CH3:27].C1(P(C2C=CC=CC=2)C2C=CC=CC=2)C=CC=CC=1.C1C=CC(COC(/N=N/C(OCC2C=CC=CC=2)=O)=O)=CC=1, predict the reaction product. The product is: [CH2:1]([CH:3]1[C:8]([C:9]2[CH:24]=[CH:23][C:12]3[N:13]=[C:14]([C:16]4[CH:21]=[CH:20][C:19]([O:22][CH2:27][CH2:26][N:28]([CH2:29][CH3:30])[CH:32]([CH3:34])[CH3:33])=[CH:18][CH:17]=4)[O:15][C:11]=3[CH:10]=2)=[N:7][NH:6][C:5](=[O:25])[CH2:4]1)[CH3:2].